Dataset: Full USPTO retrosynthesis dataset with 1.9M reactions from patents (1976-2016). Task: Predict the reactants needed to synthesize the given product. Given the product [Cl:1][C:2]1[CH:3]=[C:4]2[C:8](=[CH:9][CH:10]=1)[N:7]([CH3:11])[C:6]([C:12]([NH:39][CH2:38][C:33]1[CH:32]=[C:31]([CH:36]=[C:35]([CH3:37])[CH:34]=1)[O:30][C:27]1[CH:28]=[CH:29][C:24]([O:23][C:20]([CH3:22])([CH3:21])[C:19]([OH:41])=[O:18])=[C:25]([CH3:40])[CH:26]=1)=[O:14])=[C:5]2[CH3:15], predict the reactants needed to synthesize it. The reactants are: [Cl:1][C:2]1[CH:3]=[C:4]2[C:8](=[CH:9][CH:10]=1)[N:7]([CH3:11])[C:6]([C:12]([OH:14])=O)=[C:5]2[CH3:15].C([O:18][C:19](=[O:41])[C:20]([O:23][C:24]1[CH:29]=[CH:28][C:27]([O:30][C:31]2[CH:36]=[C:35]([CH3:37])[CH:34]=[C:33]([CH2:38][NH2:39])[CH:32]=2)=[CH:26][C:25]=1[CH3:40])([CH3:22])[CH3:21])C.